From a dataset of Reaction yield outcomes from USPTO patents with 853,638 reactions. Predict the reaction yield, written as a fraction of the theoretical maximum amount of product (1.0 means a 100% yield; for example, 0.34 means a 34% yield). The reactants are [C:1]([C:4]1[C:22](=[O:23])[C@@:8]2([CH3:24])[C:9]3[C:15]([OH:16])=[CH:14][C:13]([O:17][CH3:18])=[C:12]([C:19]([NH2:21])=[O:20])[C:10]=3[O:11][C:7]2=[CH:6][C:5]=1[OH:25])(=[O:3])[CH3:2].[CH3:26][C:27]1[CH:34]=[C:33]([CH3:35])[CH:32]=[CH:31][C:28]=1[CH:29]=O.C([SiH](CC)CC)C.FC(F)(F)C(O)=O. The catalyst is C(#N)C. The product is [C:1]([C:4]1[C:22](=[O:23])[C@@:8]2([CH3:24])[C:9]3[C:15]([OH:16])=[CH:14][C:13]([O:17][CH3:18])=[C:12]([C:19]([NH:21][CH2:29][C:28]4[CH:31]=[CH:32][C:33]([CH3:35])=[CH:34][C:27]=4[CH3:26])=[O:20])[C:10]=3[O:11][C:7]2=[CH:6][C:5]=1[OH:25])(=[O:3])[CH3:2]. The yield is 0.950.